Dataset: M1 muscarinic receptor antagonist screen with 61,756 compounds. Task: Binary Classification. Given a drug SMILES string, predict its activity (active/inactive) in a high-throughput screening assay against a specified biological target. (1) The drug is o1c(nc2ncccc12)c1c(c(NC(=O)c2cc(OC)c(OC)cc2)ccc1)C. The result is 0 (inactive). (2) The drug is Brc1c(c2n(c(SCCN3CCCCC3)nn2)C)cccc1. The result is 1 (active). (3) The molecule is Clc1ccc(N2CCN(CC2)CC(=O)Nc2ccc(cc2)C(OC)=O)cc1. The result is 0 (inactive).